From a dataset of NCI-60 drug combinations with 297,098 pairs across 59 cell lines. Regression. Given two drug SMILES strings and cell line genomic features, predict the synergy score measuring deviation from expected non-interaction effect. (1) Drug 1: C1CC(=O)NC(=O)C1N2CC3=C(C2=O)C=CC=C3N. Drug 2: CC1C(C(CC(O1)OC2CC(CC3=C2C(=C4C(=C3O)C(=O)C5=C(C4=O)C(=CC=C5)OC)O)(C(=O)CO)O)N)O.Cl. Cell line: MALME-3M. Synergy scores: CSS=49.9, Synergy_ZIP=2.95, Synergy_Bliss=0.188, Synergy_Loewe=-23.3, Synergy_HSA=-0.444. (2) Drug 1: C1CCC(C1)C(CC#N)N2C=C(C=N2)C3=C4C=CNC4=NC=N3. Drug 2: CC1=C(C(=CC=C1)Cl)NC(=O)C2=CN=C(S2)NC3=CC(=NC(=N3)C)N4CCN(CC4)CCO. Cell line: 786-0. Synergy scores: CSS=16.7, Synergy_ZIP=0.0823, Synergy_Bliss=2.78, Synergy_Loewe=-15.9, Synergy_HSA=4.24. (3) Drug 1: C1CN(CCN1C(=O)CCBr)C(=O)CCBr. Drug 2: CC1=C(C(=O)C2=C(C1=O)N3CC4C(C3(C2COC(=O)N)OC)N4)N. Synergy scores: CSS=44.5, Synergy_ZIP=-4.20, Synergy_Bliss=-6.24, Synergy_Loewe=-9.42, Synergy_HSA=-1.77. Cell line: NCIH23. (4) Drug 1: COC1=C2C(=CC3=C1OC=C3)C=CC(=O)O2. Drug 2: C(CCl)NC(=O)N(CCCl)N=O. Cell line: HCT-15. Synergy scores: CSS=-14.9, Synergy_ZIP=13.6, Synergy_Bliss=24.0, Synergy_Loewe=-5.38, Synergy_HSA=-4.76. (5) Drug 2: CC(C)(C#N)C1=CC(=CC(=C1)CN2C=NC=N2)C(C)(C)C#N. Cell line: A549. Drug 1: C1=NC2=C(N=C(N=C2N1C3C(C(C(O3)CO)O)F)Cl)N. Synergy scores: CSS=-3.81, Synergy_ZIP=1.72, Synergy_Bliss=1.12, Synergy_Loewe=-3.65, Synergy_HSA=-3.03. (6) Synergy scores: CSS=30.6, Synergy_ZIP=8.96, Synergy_Bliss=2.39, Synergy_Loewe=-46.6, Synergy_HSA=-13.0. Drug 1: CC1=C(C=C(C=C1)NC(=O)C2=CC=C(C=C2)CN3CCN(CC3)C)NC4=NC=CC(=N4)C5=CN=CC=C5. Drug 2: C1=CC=C(C=C1)NC(=O)CCCCCCC(=O)NO. Cell line: HL-60(TB). (7) Drug 1: CC=C1C(=O)NC(C(=O)OC2CC(=O)NC(C(=O)NC(CSSCCC=C2)C(=O)N1)C(C)C)C(C)C. Drug 2: C(=O)(N)NO. Cell line: HOP-92. Synergy scores: CSS=43.6, Synergy_ZIP=0.631, Synergy_Bliss=1.25, Synergy_Loewe=-57.7, Synergy_HSA=0.984. (8) Drug 1: C1CN1P(=S)(N2CC2)N3CC3. Drug 2: C1CC(C1)(C(=O)O)C(=O)O.[NH2-].[NH2-].[Pt+2]. Cell line: KM12. Synergy scores: CSS=27.5, Synergy_ZIP=-14.0, Synergy_Bliss=-15.8, Synergy_Loewe=-9.93, Synergy_HSA=-7.96.